Dataset: Forward reaction prediction with 1.9M reactions from USPTO patents (1976-2016). Task: Predict the product of the given reaction. (1) Given the reactants [CH2:1]([O:4][C:5]1([CH3:52])[CH2:10][CH2:9][N:8]([C:11]2[N:16]3[N:17]=[C:18]([C:20]4[S:21][C:22]([CH2:25][C:26]5[CH:31]=[CH:30][CH:29]=[CH:28][C:27]=5[O:32][Si](C(C)(C)C)(C)C)=[CH:23][N:24]=4)[CH:19]=[C:15]3[N:14]=[C:13]([CH3:40])[C:12]=2[C@H:41]([O:47][C:48]([CH3:51])([CH3:50])[CH3:49])[C:42]([O:44][CH2:45][CH3:46])=[O:43])[CH2:7][CH2:6]1)[CH:2]=[CH2:3].CCCC[N+](CCCC)(CCCC)CCCC.[F-], predict the reaction product. The product is: [CH2:1]([O:4][C:5]1([CH3:52])[CH2:10][CH2:9][N:8]([C:11]2[N:16]3[N:17]=[C:18]([C:20]4[S:21][C:22]([CH2:25][C:26]5[CH:31]=[CH:30][CH:29]=[CH:28][C:27]=5[OH:32])=[CH:23][N:24]=4)[CH:19]=[C:15]3[N:14]=[C:13]([CH3:40])[C:12]=2[C@H:41]([O:47][C:48]([CH3:51])([CH3:50])[CH3:49])[C:42]([O:44][CH2:45][CH3:46])=[O:43])[CH2:7][CH2:6]1)[CH:2]=[CH2:3]. (2) Given the reactants [C:1]([N:4]1[CH2:9][CH2:8][C@H:7]([NH:10][C:11](=[O:20])[O:12][CH2:13][C:14]2[CH:19]=[CH:18][CH:17]=[CH:16][CH:15]=2)[C@H:6]([O:21][CH3:22])[CH2:5]1)(=[S:3])[NH2:2].Cl[CH2:24][C:25](=O)[CH2:26][C:27]([O:29][CH2:30][CH3:31])=[O:28], predict the reaction product. The product is: [CH2:13]([O:12][C:11]([NH:10][C@H:7]1[CH2:8][CH2:9][N:4]([C:1]2[S:3][CH:24]=[C:25]([CH2:26][C:27]([O:29][CH2:30][CH3:31])=[O:28])[N:2]=2)[CH2:5][C@H:6]1[O:21][CH3:22])=[O:20])[C:14]1[CH:15]=[CH:16][CH:17]=[CH:18][CH:19]=1. (3) Given the reactants [K+].[CH2:2]([N:6]([S:16]([C:19]1[CH:24]=[CH:23][C:22]([CH3:25])=[CH:21][CH:20]=1)(=[O:18])=[O:17])[C@H:7]([C:13]([O-:15])=[O:14])[CH2:8][CH2:9][CH2:10][CH2:11][NH2:12])[CH:3]([CH3:5])[CH3:4].CC[N:28]([CH2:31][CH2:32][OH:33])[CH2:29][CH3:30].ClCC(Cl)=O.Cl.[CH2:40]1[CH2:44]O[CH2:42][CH2:41]1, predict the reaction product. The product is: [CH3:25][C:22]1[CH:23]=[CH:24][C:19]([S:16]([N:6]([C@H:7]([C:13]([OH:15])=[O:14])[CH2:8][CH2:9][CH2:10][CH2:11][NH:12][C:32]([CH2:31][NH:28][C:29]2[CH:30]=[CH:42][CH:41]=[CH:40][CH:44]=2)=[O:33])[CH2:2][CH:3]([CH3:4])[CH3:5])(=[O:18])=[O:17])=[CH:20][CH:21]=1. (4) The product is: [S:28]1[C:24]([CH2:23][C:15]2[CH:14]=[C:13]([C:42]3([OH:72])[C@H:41]([O:40][CH2:33][C:34]4[CH:35]=[CH:36][CH:37]=[CH:38][CH:39]=4)[C@@H:46]([O:47][CH2:48][C:49]4[CH:54]=[CH:53][CH:52]=[CH:51][CH:50]=4)[C@@H:45]([O:55][CH2:56][C:57]4[CH:58]=[CH:59][CH:60]=[CH:61][CH:62]=4)[C@@H:44]([CH2:63][O:64][CH2:65][C:66]4[CH:67]=[CH:68][CH:69]=[CH:70][CH:71]=4)[O:43]3)[C:22]3[C:17]([CH:16]=2)=[CH:18][CH:19]=[CH:20][CH:21]=3)=[CH:25][C:26]2[CH:32]=[CH:31][CH:30]=[CH:29][C:27]1=2. Given the reactants CCCCCC.C([Li])CCC.Br[C:13]1[C:22]2[C:17](=[CH:18][CH:19]=[CH:20][CH:21]=2)[CH:16]=[C:15]([CH2:23][C:24]2[S:28][C:27]3[CH:29]=[CH:30][CH:31]=[CH:32][C:26]=3[CH:25]=2)[CH:14]=1.[CH2:33]([O:40][CH:41]1[CH:46]([O:47][CH2:48][C:49]2[CH:54]=[CH:53][CH:52]=[CH:51][CH:50]=2)[CH:45]([O:55][CH2:56][C:57]2[CH:62]=[CH:61][CH:60]=[CH:59][CH:58]=2)[CH:44]([CH2:63][O:64][CH2:65][C:66]2[CH:71]=[CH:70][CH:69]=[CH:68][CH:67]=2)[O:43][C:42]1=[O:72])[C:34]1[CH:39]=[CH:38][CH:37]=[CH:36][CH:35]=1.[Cl-].[NH4+], predict the reaction product. (5) Given the reactants [Br:1][C:2]1[C:3]([NH2:8])=[N:4][CH:5]=[CH:6][CH:7]=1.[N:9]([C:12]1[CH:17]=[CH:16][CH:15]=[CH:14][C:13]=1[O:18][CH3:19])=[C:10]=[S:11], predict the reaction product. The product is: [Br:1][C:2]1[C:3]([NH:8][C:10]([NH:9][C:12]2[CH:17]=[CH:16][CH:15]=[CH:14][C:13]=2[O:18][CH3:19])=[S:11])=[N:4][CH:5]=[CH:6][CH:7]=1.